From a dataset of Catalyst prediction with 721,799 reactions and 888 catalyst types from USPTO. Predict which catalyst facilitates the given reaction. (1) Reactant: Cl[S:2]([OH:5])(=O)=[O:3].[Br:6][C:7]1[CH:12]=[CH:11][CH:10]=[CH:9][C:8]=1[O:13][CH3:14].[N:15]1([C:21]2[CH:26]=[CH:25][C:24]([NH2:27])=[CH:23][CH:22]=2)[CH2:20][CH2:19][O:18][CH2:17][CH2:16]1. Product: [Br:6][C:7]1[CH:12]=[C:11]([S:2]([NH:27][C:24]2[CH:23]=[CH:22][C:21]([N:15]3[CH2:20][CH2:19][O:18][CH2:17][CH2:16]3)=[CH:26][CH:25]=2)(=[O:5])=[O:3])[CH:10]=[CH:9][C:8]=1[O:13][CH3:14]. The catalyst class is: 232. (2) Reactant: [NH:1]1[C:9]2[C:4](=[CH:5][CH:6]=[CH:7][CH:8]=2)[C:3]([CH2:10][CH2:11][C:12]([OH:14])=O)=[CH:2]1.[CH:15]([NH:18][NH:19][C:20](=[O:27])[C:21]1[CH:26]=[CH:25][CH:24]=[CH:23][CH:22]=1)([CH3:17])[CH3:16].CN(C(ON1N=NC2C=CC=NC1=2)=[N+](C)C)C.F[P-](F)(F)(F)(F)F.C(N(CC)C(C)C)(C)C.[H-].[Na+].N1[C:71]2[C:66](=[CH:67][CH:68]=[CH:69][CH:70]=2)[C:65](CCC(N(C(C)C)NC(=O)C2C=CC=CC=2)=O)=C1.BrCC1C=CC=CC=1. Product: [CH2:65]([N:1]1[C:9]2[C:4](=[CH:5][CH:6]=[CH:7][CH:8]=2)[C:3]([CH2:10][CH2:11][C:12]([N:18]([CH:15]([CH3:17])[CH3:16])[NH:19][C:20](=[O:27])[C:21]2[CH:22]=[CH:23][CH:24]=[CH:25][CH:26]=2)=[O:14])=[CH:2]1)[C:66]1[CH:71]=[CH:70][CH:69]=[CH:68][CH:67]=1. The catalyst class is: 31. (3) Reactant: [CH3:1][N:2]1[C:15]2[C:10](=[CH:11][CH:12]=[CH:13][CH:14]=2)[CH:9]([C:16]([OH:18])=O)[C:8]2[CH:7]=[CH:6][CH:5]=[CH:4][C:3]1=2.S(Cl)([Cl:21])=O.C1C(N=NC2C=CC(N)=C(S([O-])(=O)=O)C=2)=CC=C(S([O-])(=O)=O)C=1.[Na+].[Na+]. Product: [CH3:1][N:2]1[C:15]2[C:10](=[CH:11][CH:12]=[CH:13][CH:14]=2)[CH:9]([C:16]([Cl:21])=[O:18])[C:8]2[CH:7]=[CH:6][CH:5]=[CH:4][C:3]1=2. The catalyst class is: 4. (4) Reactant: COC1C=C(OC)C=CC=1C[N:12]1[C:21]2[C:16](=[C:17]([CH3:23])[CH:18]=[C:19]([Cl:22])[N:20]=2)[C:15](=[O:24])[C:14]([C:25]([O:27]CC)=[O:26])=[CH:13]1.O.[OH-].[Li+]. Product: [Cl:22][C:19]1[N:20]=[C:21]2[C:16]([C:15](=[O:24])[C:14]([C:25]([OH:27])=[O:26])=[CH:13][NH:12]2)=[C:17]([CH3:23])[CH:18]=1. The catalyst class is: 12. (5) Reactant: [C:1]([C:3]1[CH:12]=[C:11]([NH:13][CH2:14][C:15]([O:17][C:18]([CH3:21])([CH3:20])[CH3:19])=[O:16])[C:10]2[C:5](=[CH:6][CH:7]=[C:8]([C:22]([F:25])([F:24])[F:23])[CH:9]=2)[N:4]=1)#[N:2].C1C[O:29]CC1. Product: [C:1]([C:3]1[CH:12]=[C:11]([NH:13][CH2:14][C:15]([O:17][C:18]([CH3:20])([CH3:21])[CH3:19])=[O:16])[C:10]2[C:5](=[CH:6][CH:7]=[C:8]([C:22]([F:25])([F:24])[F:23])[CH:9]=2)[N:4]=1)(=[O:29])[NH2:2]. The catalyst class is: 14. (6) Reactant: [BH4-].[Na+].[Si:3]([O:10][CH:11]1[CH2:32][CH2:31][CH2:30][C:12]21[N:16]([CH3:17])[C:15](=[O:18])[N:14]([C:19]1[CH:26]=[CH:25][C:22]([C:23]#[N:24])=[C:21]([Cl:27])[C:20]=1[CH3:28])[C:13]2=[O:29])([C:6]([CH3:9])([CH3:8])[CH3:7])([CH3:5])[CH3:4]. Product: [Si:3]([O:10][CH:11]1[CH2:32][CH2:31][CH2:30][C:12]21[N:16]([CH3:17])[C:15](=[O:18])[N:14]([C:19]1[CH:26]=[CH:25][C:22]([C:23]#[N:24])=[C:21]([Cl:27])[C:20]=1[CH3:28])[CH:13]2[OH:29])([C:6]([CH3:9])([CH3:7])[CH3:8])([CH3:4])[CH3:5]. The catalyst class is: 5.